Dataset: Forward reaction prediction with 1.9M reactions from USPTO patents (1976-2016). Task: Predict the product of the given reaction. The product is: [C:30]([O:33][CH:34]1[CH2:35][CH:34]2[O:33][C:30](=[O:32])[CH2:31][CH:35]2[CH:26]1/[CH:27]=[CH:8]/[C:7](=[O:15])[CH2:6][O:5][C:4]1[CH:16]=[CH:17][CH:18]=[C:2]([Cl:1])[CH:3]=1)(=[O:32])[C:31]1[CH:4]=[CH:3][CH:2]=[CH:18][CH:17]=1. Given the reactants [Cl:1][C:2]1[CH:3]=[C:4]([CH:16]=[CH:17][CH:18]=1)[O:5][CH2:6][C:7](=[O:15])[CH2:8]P(=O)(OC)OC.[Li+].[Cl-].CCN([CH2:26][CH3:27])CC.[NH4+].[Cl-].[C:30]([O:33][CH2:34][CH3:35])(=[O:32])[CH3:31], predict the reaction product.